From a dataset of Peptide-MHC class I binding affinity with 185,985 pairs from IEDB/IMGT. Regression. Given a peptide amino acid sequence and an MHC pseudo amino acid sequence, predict their binding affinity value. This is MHC class I binding data. (1) The peptide sequence is ILFPGILWI. The MHC is H-2-Db with pseudo-sequence H-2-Db. The binding affinity (normalized) is 0.0384. (2) The peptide sequence is FNNTKFDYY. The MHC is HLA-A02:03 with pseudo-sequence HLA-A02:03. The binding affinity (normalized) is 0.204.